From a dataset of Peptide-MHC class I binding affinity with 185,985 pairs from IEDB/IMGT. Regression. Given a peptide amino acid sequence and an MHC pseudo amino acid sequence, predict their binding affinity value. This is MHC class I binding data. The peptide sequence is LMKTANNYET. The MHC is HLA-A02:02 with pseudo-sequence HLA-A02:02. The binding affinity (normalized) is 0.307.